Predict the product of the given reaction. From a dataset of Forward reaction prediction with 1.9M reactions from USPTO patents (1976-2016). (1) Given the reactants [H-].[Na+].[Br:3][C:4]1[C:13]2[C:8](=[CH:9][CH:10]=[CH:11][CH:12]=2)[C:7](=[O:14])[NH:6][CH:5]=1.[CH2:15](Br)[C:16]1[CH:21]=[CH:20][CH:19]=[CH:18][CH:17]=1, predict the reaction product. The product is: [CH2:15]([N:6]1[CH:5]=[C:4]([Br:3])[C:13]2[C:8](=[CH:9][CH:10]=[CH:11][CH:12]=2)[C:7]1=[O:14])[C:16]1[CH:21]=[CH:20][CH:19]=[CH:18][CH:17]=1. (2) Given the reactants Cl[C:2]1[CH:3]=[N:4][C:5]2[C:10]([N:11]=1)=[CH:9][C:8]([C:12]([C:14]1[CH:19]=[CH:18][C:17]([NH:20][C:21](=[O:26])[C:22]([CH3:25])([CH3:24])[CH3:23])=[CH:16][CH:15]=1)=[O:13])=[CH:7][CH:6]=2.CC1(C)C(C)(C)OB([C:35]2[CH2:40][CH2:39][N:38]([C:41]([O:43][C:44]([CH3:47])([CH3:46])[CH3:45])=[O:42])[CH2:37][CH:36]=2)O1.C([O-])([O-])=O.[Na+].[Na+], predict the reaction product. The product is: [C:21]([NH:20][C:17]1[CH:18]=[CH:19][C:14]([C:12]([C:8]2[CH:9]=[C:10]3[C:5]([N:4]=[CH:3][C:2]([C:35]4[CH2:40][CH2:39][N:38]([C:41]([O:43][C:44]([CH3:47])([CH3:46])[CH3:45])=[O:42])[CH2:37][CH:36]=4)=[N:11]3)=[CH:6][CH:7]=2)=[O:13])=[CH:15][CH:16]=1)(=[O:26])[C:22]([CH3:25])([CH3:24])[CH3:23]. (3) Given the reactants [O:1]=[C:2]1[N:6]([NH:7][S:8]([CH3:11])(=[O:10])=[O:9])[C:5](=[O:12])[CH2:4][S:3]1.[Cl:13][C:14]1[CH:32]=[CH:31][C:17]([CH2:18][N:19]2[C:27]3[C:22](=[CH:23][C:24]([CH:28]=O)=[CH:25][CH:26]=3)[C:21]([I:30])=[N:20]2)=[C:16]([C:33]([F:36])([F:35])[F:34])[CH:15]=1, predict the reaction product. The product is: [Cl:13][C:14]1[CH:32]=[CH:31][C:17]([CH2:18][N:19]2[C:27]3[C:22](=[CH:23][C:24](/[CH:28]=[C:4]4/[C:5](=[O:12])[N:6]([NH:7][S:8]([CH3:11])(=[O:10])=[O:9])[C:2](=[O:1])[S:3]/4)=[CH:25][CH:26]=3)[C:21]([I:30])=[N:20]2)=[C:16]([C:33]([F:36])([F:35])[F:34])[CH:15]=1. (4) The product is: [Cl:1][C:2]1[C:6]([F:11])=[C:5]([C:7]([OH:9])=[O:8])[NH:4][N:3]=1. Given the reactants [Cl:1][C:2]1[CH:6]=[C:5]([C:7]([OH:9])=[O:8])[NH:4][N:3]=1.[B-](F)(F)(F)[F:11].[B-](F)(F)(F)F.C1[N+]2(CCl)CC[N+](F)(CC2)C1.C(O)(=O)C.[B-](F)(F)(F)F.[B-](F)(F)(F)F.C[N+]12CC[N+](F)(CC1)CC2, predict the reaction product. (5) Given the reactants [CH2:1]([N:3]1[CH2:8][C:7]([CH3:10])([CH3:9])[O:6][C:5](=[O:11])[CH:4]1[C:12]([CH3:21])([CH3:20])[C:13]([O:15]C(C)(C)C)=[O:14])[CH3:2].FC(F)(F)C(O)=O, predict the reaction product. The product is: [CH2:1]([N:3]1[CH2:8][C:7]([CH3:10])([CH3:9])[O:6][C:5](=[O:11])[CH:4]1[C:12]([CH3:20])([CH3:21])[C:13]([OH:15])=[O:14])[CH3:2]. (6) Given the reactants CCCCCC.C([Li])CCC.[O:12]1CCC[CH2:13]1.[O:17]1[CH2:21][CH2:20][CH:19]([CH2:22][NH:23][C:24]([C:26]2[CH:30]=[C:29]([CH2:31][O:32][CH2:33][C:34]3[CH:39]=[CH:38][CH:37]=[CH:36][C:35]=3[F:40])[O:28][N:27]=2)=[O:25])[CH2:18]1.Cl, predict the reaction product. The product is: [O:17]1[CH2:21][CH2:20][CH:19]([CH2:22][NH:23][C:24]([C:26]2[C:30]([CH:13]=[O:12])=[C:29]([CH2:31][O:32][CH2:33][C:34]3[CH:39]=[CH:38][CH:37]=[CH:36][C:35]=3[F:40])[O:28][N:27]=2)=[O:25])[CH2:18]1. (7) The product is: [C:2]([C:7]1[O:11][C:10]([CH2:12][N:13]2[CH:17]=[C:16]([NH:18][C:30]([C:26]3[N:27]=[CH:28][O:29][C:25]=3[C:22]3[CH:23]=[CH:24][C:19]([CH3:33])=[CH:20][CH:21]=3)=[O:31])[CH:15]=[N:14]2)=[CH:9][CH:8]=1)(=[O:6])[CH3:1]. Given the reactants [CH3:1][C:2]1([C:7]2[O:11][C:10]([CH2:12][N:13]3[CH:17]=[C:16]([NH2:18])[CH:15]=[N:14]3)=[CH:9][CH:8]=2)[O:6]CCO1.[C:19]1([CH3:33])[CH:24]=[CH:23][C:22]([C:25]2[O:29][CH:28]=[N:27][C:26]=2[C:30](O)=[O:31])=[CH:21][CH:20]=1, predict the reaction product. (8) Given the reactants [O:1]1[CH2:6][CH2:5][CH:4]([OH:7])[CH2:3][CH2:2]1.CC1C=CC(S(O[CH2:19][CH2:20][O:21][CH2:22][CH2:23][O:24][CH2:25][C:26]2[CH:31]=[CH:30][CH:29]=[CH:28][CH:27]=2)(=O)=O)=CC=1, predict the reaction product. The product is: [CH2:25]([O:24][CH2:23][CH2:22][O:21][CH2:20][CH2:19][O:7][CH:4]1[CH2:5][CH2:6][O:1][CH2:2][CH2:3]1)[C:26]1[CH:31]=[CH:30][CH:29]=[CH:28][CH:27]=1.